This data is from Peptide-MHC class I binding affinity with 185,985 pairs from IEDB/IMGT. The task is: Regression. Given a peptide amino acid sequence and an MHC pseudo amino acid sequence, predict their binding affinity value. This is MHC class I binding data. (1) The peptide sequence is WTDLFDNKV. The MHC is HLA-B15:01 with pseudo-sequence HLA-B15:01. The binding affinity (normalized) is 0.0847. (2) The peptide sequence is FEADPLSPQ. The MHC is HLA-A25:01 with pseudo-sequence HLA-A25:01. The binding affinity (normalized) is 0.0847. (3) The peptide sequence is MMCYFLTATL. The MHC is HLA-A02:01 with pseudo-sequence HLA-A02:01. The binding affinity (normalized) is 0.639.